From a dataset of Catalyst prediction with 721,799 reactions and 888 catalyst types from USPTO. Predict which catalyst facilitates the given reaction. (1) Reactant: [F:1][C:2]1[CH:3]=[C:4]([C@@H:8]([N:12]2[C:20]3[C:15](=[CH:16][CH:17]=[CH:18][CH:19]=3)[C:14]3([CH2:25][CH2:24][CH2:23][CH2:22][CH2:21]3)[C:13]2=[O:26])[CH2:9][CH2:10]O)[CH:5]=[CH:6][CH:7]=1.C1(C)C(S(Cl)(=O)=O)=CC=CC=1.[N:38]1C=CC=C[CH:39]=1. Product: [F:1][C:2]1[CH:3]=[C:4]([C@@H:8]([N:12]2[C:20]3[C:15](=[CH:16][CH:17]=[CH:18][CH:19]=3)[C:14]3([CH2:25][CH2:24][CH2:23][CH2:22][CH2:21]3)[C:13]2=[O:26])[CH2:9][CH2:10][NH:38][CH3:39])[CH:5]=[CH:6][CH:7]=1. The catalyst class is: 13. (2) Reactant: [C:1]1([NH2:8])[CH:6]=[CH:5][CH:4]=[C:3]([NH2:7])[CH:2]=1.[C:9]1([N:15]=[C:16]=[O:17])[CH:14]=[CH:13][CH:12]=[CH:11][CH:10]=1. Product: [NH2:7][C:3]1[CH:2]=[C:1]([NH:8][C:16]([NH:15][C:9]2[CH:14]=[CH:13][CH:12]=[CH:11][CH:10]=2)=[O:17])[CH:6]=[CH:5][CH:4]=1. The catalyst class is: 13. (3) The catalyst class is: 220. Product: [NH2:1][C:2]1[S:3][C:4]([I:12])=[C:5]([C:7]([O:9][CH2:10][CH3:11])=[O:8])[N:6]=1. Reactant: [NH2:1][C:2]1[S:3][CH:4]=[C:5]([C:7]([O:9][CH2:10][CH3:11])=[O:8])[N:6]=1.[I:12]N1C(=O)CCC1=O.